This data is from Forward reaction prediction with 1.9M reactions from USPTO patents (1976-2016). The task is: Predict the product of the given reaction. The product is: [OH:12][N:11]=[CH:7][C:4]1[CH:5]=[CH:6][C:1]([CH3:9])=[CH:2][CH:3]=1. Given the reactants [C:1]1([CH3:9])[CH:6]=[CH:5][C:4]([CH:7]=O)=[CH:3][CH:2]=1.Cl.[NH2:11][OH:12].C(N(CC)CC)C, predict the reaction product.